Dataset: Catalyst prediction with 721,799 reactions and 888 catalyst types from USPTO. Task: Predict which catalyst facilitates the given reaction. Reactant: [Cl:1][C:2]1[CH:11]=[C:10]2[C:5]([C:6](=O)[CH2:7][C:8]([C:12]([O:14][CH2:15][CH3:16])=[O:13])=[N:9]2)=[CH:4][CH:3]=1.[H-].[Na+].[C:20]([O:24][C:25]([N:27]1[CH2:32][CH2:31][NH:30][CH2:29][CH2:28]1)=[O:26])([CH3:23])([CH3:22])[CH3:21]. Product: [C:20]([O:24][C:25]([N:27]1[CH2:32][CH2:31][N:30]([C:6]2[C:5]3[C:10](=[CH:11][C:2]([Cl:1])=[CH:3][CH:4]=3)[N:9]=[C:8]([C:12]([O:14][CH2:15][CH3:16])=[O:13])[CH:7]=2)[CH2:29][CH2:28]1)=[O:26])([CH3:23])([CH3:21])[CH3:22]. The catalyst class is: 3.